The task is: Predict the reactants needed to synthesize the given product.. This data is from Full USPTO retrosynthesis dataset with 1.9M reactions from patents (1976-2016). The reactants are: [C:1]([C:3]1[CH:4]=[C:5]2[C:10](=[CH:11][C:12]=1[O:13][CH3:14])[C:9]([CH3:16])([CH3:15])[C:8](=[O:17])[CH2:7][CH2:6]2)#[CH:2].C1COCC1. Given the product [CH2:1]([C:3]1[CH:4]=[C:5]2[C:10](=[CH:11][C:12]=1[O:13][CH3:14])[C:9]([CH3:16])([CH3:15])[C:8](=[O:17])[CH2:7][CH2:6]2)[CH3:2], predict the reactants needed to synthesize it.